This data is from Reaction yield outcomes from USPTO patents with 853,638 reactions. The task is: Predict the reaction yield, written as a fraction of the theoretical maximum amount of product (1.0 means a 100% yield; for example, 0.34 means a 34% yield). The reactants are [Cl:1][C:2]1[N:3]=[CH:4][C:5]2[S:10][CH:9]=[C:8]([C:11]([OH:13])=O)[C:6]=2[N:7]=1.[N:14]1[C:23]2[C:18](=[CH:19][N:20]=[CH:21][CH:22]=2)[CH:17]=[CH:16][C:15]=1[NH2:24].O=P(Cl)(Cl)Cl. The catalyst is N1C=CC=CC=1.CCOC(C)=O. The product is [Cl:1][C:2]1[N:3]=[CH:4][C:5]2[S:10][CH:9]=[C:8]([C:11]([NH:24][C:15]3[CH:16]=[CH:17][C:18]4[C:23](=[CH:22][CH:21]=[N:20][CH:19]=4)[N:14]=3)=[O:13])[C:6]=2[N:7]=1. The yield is 0.502.